Task: Binary Classification. Given a miRNA mature sequence and a target amino acid sequence, predict their likelihood of interaction.. Dataset: Experimentally validated miRNA-target interactions with 360,000+ pairs, plus equal number of negative samples (1) The miRNA is mmu-miR-15b-5p with sequence UAGCAGCACAUCAUGGUUUACA. The protein sequence of the target gene is MSGEDGPAAGPGAAAAAARERRREQLRQWGARAGAEPGPGERRARTVRFERAAEFLAACAGGDLDEARLMLRAADPGPGAELDPAAPPPARAVLDSTNADGISALHQACIDENLEVVRFLVEQGATVNQADNEGWTPLHVAASCGYLDIARYLLSHGANIAAVNSDGDLPLDLAESDAMEGLLKAEIARRGVDVEAAKRAEEELLLHDTRCWLNGGAMPEARHPRTGASALHVAAAKGYIEVMRLLLQAGYDPELRDGDGWTPLHAAAHWGVEDACRLLAEHGGGMDSLTHAGQRPCDLA.... Result: 0 (no interaction). (2) The miRNA is hsa-miR-204-5p with sequence UUCCCUUUGUCAUCCUAUGCCU. The protein sequence of the target gene is MGRAGAAAVIPGLALLWAVGLGSAAPSPPRLRLSFQELQAWHGLQTFSLERTCCYQALLVDEERGRLFVGAENHVASLNLDNISKRAKKLAWPAPVEWREECNWAGKDIGTECMNFVKLLHAYNRTHLLACGTGAFHPTCAFVEVGHRAEEPVLRLDPGRIEDGKGKSPYDPRHRAASVLVGEELYSGVAADLMGRDFTIFRSLGQRPSLRTEPHDSRWLNEPKFVKVFWIPESENPDDDKIYFFFRETAVEAAPALGRLSVSRVGQICRNDVGGQRSLVNKWTTFLKARLVCSVPGVEG.... Result: 0 (no interaction). (3) The miRNA is mmu-miR-654-3p with sequence UAUGUCUGCUGACCAUCACCUU. The protein sequence of the target gene is MFTSTGSSGLYKAPLSKSLLLVPSALSLLLALLLPHCQKLFVYDLHAVKNDFQIWRLICGRIICLDLKDTFCSSLLIYNFRIFERRYGSRKFASFLLGSWVLSALFDFLLIEAMQYFFGITAASNLPSGFLAPVFALFVPFYCSIPRVQVAQILGPLSITNKTLIYILGLQLFTSGSYIWIVAISGLMSGLCYDSKMFQVHQVLCIPSWMAKFFSWTLEPIFSSSEPTSEARIGMGATLDIQRQQRMELLDRQLMFSQFAQGRRQRQQQGGMINWNRLFPPLRQRQNVNYQGGRQSEPAA.... Result: 0 (no interaction). (4) The miRNA is hsa-miR-345-3p with sequence GCCCUGAACGAGGGGUCUGGAG. The protein sequence of the target gene is MSVDEKPGSPMYVYESTVHCANILLGLNDQRKKDILCDVTLIVERKEFRAHRAVLAACSEYFWQALVGQTKDDLVVSLPEEVTARGFGPLLQFAYTAKLLLSRENIREVIRCAEFLRMHNLEDSCFSFLQTQLLNREDGLFVCRKDSACQRPQEDHGNSAGEEEEEEETMDSETARMACATDQMLPDPISFEATAIPVAEKEEALLPESEVPTDTKENSEKGALTQYPRYKKYQLACTKNVYSAPSHGTSGFASTFSEDSPGNSLKPGLPMGQIKSEPPSEETEEESITLCLSGDETDIK.... Result: 0 (no interaction). (5) The miRNA is hsa-miR-4527 with sequence UGGUCUGCAAAGAGAUGACUGU. The protein sequence of the target gene is MIGGLFIYNHKGEVLISRVYRDDIGRNAVDAFRVNVIHARQQVRSPVTNIARTSFFHVKRSNIWLAAVTKQNVNAAMVFEFLYKMCDVMTAYFGKISEENIKNNFVLIYELLDEILDFGYPQNSETGALKTFITQQGIKSQHLTKEEQSQITSQVTGQIGWRREGIKYRRNELFLDVLESVNLLMSPQGQVLSAHVSGRVVMKSYLSGMPECKFGMNDKIVIDKQGKGGTTDDTGKSGKQSIAIDDCTFHQCVRLSKFDSERSISFIPPDGEYELMRYRTTKDIILPFRVIPLVREVGRT.... Result: 0 (no interaction). (6) The miRNA is hsa-miR-548x-5p with sequence UGCAAAAGUAAUUGCAGUUUUUG. The protein sequence of the target gene is MSHTASSCQELVENCAVHVAGMAQEDSRRGQVPSSFYHGANQELDLSTKVYKRESGSPYSVLVDTKMSKPHLHETEEQPYFRETRAVSDVHAVKEDRENSDDTEEEEEEVSYKREQIIVEVNLNNQTLNVSKGEKGVSSQSKETPVLKTSSEEEEEESEEEATDDSNDYGENEKQKKKEKIVEKVSVTQRRTRRAASVAAATTSPTPRTTRGRRKSVEPPKRKKRATKEPKAPVQKAKCEEKETLTCEKCPRVFNTRWYLEKHMNVTHRRMQICDKCGKKFVLESELSLHQQTDCEKNIQ.... Result: 0 (no interaction). (7) The miRNA is hsa-miR-569 with sequence AGUUAAUGAAUCCUGGAAAGU. Result: 0 (no interaction). The protein sequence of the target gene is MAEAASGAGGTSLEGERGKRPPPEGEPAAPASGVLDKLFGKRLLQAGRYLVSHKAWMKTVPTENCDVLMTFPDTTDDHTLLWLLNHIRVGIPELIVQVRHHRHTRAYAFFVTATYESLLRGADELGLRKAVKAEFGGGTRGFSCEEDFIYENVESELRFFTSQERQSIIRFWLQNLRAKQGEALHNVRFLEDQPIIPELAARGIIQQVFPVHEQRILNRLMKSWVQAVCENQPLDDICDYFGVKIAMYFAWLGFYTSAMVYPAVFGSVLYTFTEADQTSRDVSCVVFALFNVIWSTLFLE.... (8) The miRNA is mmu-miR-144-3p with sequence UACAGUAUAGAUGAUGUACU. The protein sequence of the target gene is MSESKSGPEYASFFAVMGASAAMVFSALGAAYGTAKSGTGIAAMSVMRPEQIMKSIIPVVMAGIIAIYGLVVAVLIANSLNDDISLYKSFLQLGAGLSVGLSGLAAGFAIGIVGDAGVRGTAQQPRLFVGMILILIFAEVLGLYGLIVALILSTK. Result: 0 (no interaction). (9) The miRNA is hsa-miR-208a-5p with sequence GAGCUUUUGGCCCGGGUUAUAC. The protein sequence of the target gene is MTEKFLFLYLSLLPMPLLSQAQWNENSLVSFSKIIASGNHLSNCWICHNFITRSSSYQYILVRNFSLNLTFGSGIPEGQHKSVPLQVSLANSAHQVPCLDLTPPFNQSSKTSFYFYNCSSLNQTCCPCPEGHCDRKNTSEEGFPSPTIHPMSFSPAGCHPNLTHWCPAKQMNDYRDKSPQNRCAAWEGKELITWRVLYLLPKAHTVPTWPKSTVPLGGPLSPACNQTIPAGWKSQLHKWFDSHIPRWACTPPGYVFLCGPQKNKLPFDGSPKITYSTPPVANLYTCINNIQHTGECAVGL.... Result: 0 (no interaction). (10) The miRNA is hsa-miR-651-3p with sequence AAAGGAAAGUGUAUCCUAAAAG. The protein sequence of the target gene is MEVHELFRYFRMPELIDIRQYVRTLPTNTLMGFGAFAALTTFWYATRPKALKPPCDLSMQSVEVTGTTEGVRRSAVLEDDKLLLYYYDDVRTMYDGFQRGIQVSNDGPCLGSRKPNQPYEWISYKQVAEMAECIGSALIQKGFKPCSEQFIGIFSQNRPEWVTIEQGCFTYSMVVVPLYDTLGTDAITYIVNKAELSVIFADKPEKAKLLLEGVENKLTPCLKIIVIMDSYDNDLVERGQKCGVEIIGLKALEDLGRVNRTKPKPPEPEDLAIICFTSGTTGNPKGAMVTHQNIMNDCSG.... Result: 0 (no interaction).